From a dataset of NCI-60 drug combinations with 297,098 pairs across 59 cell lines. Regression. Given two drug SMILES strings and cell line genomic features, predict the synergy score measuring deviation from expected non-interaction effect. (1) Drug 1: CCC1=CC2CC(C3=C(CN(C2)C1)C4=CC=CC=C4N3)(C5=C(C=C6C(=C5)C78CCN9C7C(C=CC9)(C(C(C8N6C)(C(=O)OC)O)OC(=O)C)CC)OC)C(=O)OC.C(C(C(=O)O)O)(C(=O)O)O. Drug 2: CC1OCC2C(O1)C(C(C(O2)OC3C4COC(=O)C4C(C5=CC6=C(C=C35)OCO6)C7=CC(=C(C(=C7)OC)O)OC)O)O. Cell line: HOP-62. Synergy scores: CSS=60.6, Synergy_ZIP=6.72, Synergy_Bliss=7.43, Synergy_Loewe=7.84, Synergy_HSA=10.9. (2) Drug 1: C1CCC(C1)C(CC#N)N2C=C(C=N2)C3=C4C=CNC4=NC=N3. Drug 2: C1CN1P(=S)(N2CC2)N3CC3. Cell line: UACC62. Synergy scores: CSS=12.2, Synergy_ZIP=-3.36, Synergy_Bliss=-0.189, Synergy_Loewe=-19.0, Synergy_HSA=-8.54. (3) Drug 1: C1=CN(C(=O)N=C1N)C2C(C(C(O2)CO)O)O.Cl. Cell line: SK-MEL-5. Synergy scores: CSS=70.9, Synergy_ZIP=0.821, Synergy_Bliss=0.259, Synergy_Loewe=-18.3, Synergy_HSA=2.82. Drug 2: CC=C1C(=O)NC(C(=O)OC2CC(=O)NC(C(=O)NC(CSSCCC=C2)C(=O)N1)C(C)C)C(C)C. (4) Drug 1: C1=CC(=CC=C1CC(C(=O)O)N)N(CCCl)CCCl.Cl. Drug 2: C1CN(P(=O)(OC1)NCCCl)CCCl. Cell line: BT-549. Synergy scores: CSS=9.29, Synergy_ZIP=-3.67, Synergy_Bliss=0.593, Synergy_Loewe=-8.02, Synergy_HSA=-1.74. (5) Drug 1: C1CCC(C1)C(CC#N)N2C=C(C=N2)C3=C4C=CNC4=NC=N3. Drug 2: CN(C)N=NC1=C(NC=N1)C(=O)N. Cell line: MDA-MB-231. Synergy scores: CSS=5.66, Synergy_ZIP=-0.494, Synergy_Bliss=2.35, Synergy_Loewe=-4.75, Synergy_HSA=-0.777. (6) Drug 1: CC1=CC=C(C=C1)C2=CC(=NN2C3=CC=C(C=C3)S(=O)(=O)N)C(F)(F)F. Drug 2: C1CCC(C(C1)N)N.C(=O)(C(=O)[O-])[O-].[Pt+4]. Cell line: NCI-H460. Synergy scores: CSS=10.2, Synergy_ZIP=-0.178, Synergy_Bliss=0.397, Synergy_Loewe=-22.7, Synergy_HSA=-0.428.